Task: Predict the reactants needed to synthesize the given product.. Dataset: Full USPTO retrosynthesis dataset with 1.9M reactions from patents (1976-2016) (1) The reactants are: [S:1]=[C:2]1[NH:7][C:6]2[CH:8]=[CH:9][NH:10][C:5]=2[C:4](=[O:11])[N:3]1[C:12]1[CH:17]=[CH:16][C:15]([O:18][CH2:19][C:20]([F:23])([F:22])[F:21])=[CH:14][CH:13]=1.Br[CH2:25][CH2:26][CH2:27][CH2:28][OH:29].[I-].[Na+].C(N(CC)CC)C. Given the product [OH:29][CH2:28][CH2:27][CH2:26][CH2:25][S:1][C:2]1[N:3]([C:12]2[CH:13]=[CH:14][C:15]([O:18][CH2:19][C:20]([F:23])([F:22])[F:21])=[CH:16][CH:17]=2)[C:4](=[O:11])[C:5]2[NH:10][CH:9]=[CH:8][C:6]=2[N:7]=1, predict the reactants needed to synthesize it. (2) Given the product [ClH:42].[NH:1]1[C:9]2[C:4](=[CH:5][CH:6]=[CH:7][CH:8]=2)[C:3]([C:10]2[N:11]=[N:12][N:13]([C:15]3[CH:16]=[CH:17][C:18]([C:19]([NH:21][C:22]4[CH:23]=[N:24][N:25]([CH:27]5[CH2:28][CH2:29][NH:30][CH2:31][CH2:32]5)[CH:26]=4)=[O:20])=[CH:40][CH:41]=3)[CH:14]=2)=[N:2]1, predict the reactants needed to synthesize it. The reactants are: [NH:1]1[C:9]2[C:4](=[CH:5][CH:6]=[CH:7][CH:8]=2)[C:3]([C:10]2[N:11]=[N:12][N:13]([C:15]3[CH:41]=[CH:40][C:18]([C:19]([NH:21][C:22]4[CH:23]=[N:24][N:25]([CH:27]5[CH2:32][CH2:31][N:30](C(OC(C)(C)C)=O)[CH2:29][CH2:28]5)[CH:26]=4)=[O:20])=[CH:17][CH:16]=3)[CH:14]=2)=[N:2]1.[ClH:42]. (3) Given the product [OH:30][CH2:29][C:28]([O:27]/[N:26]=[C:22](/[C:19]1[N:20]=[C:21]2[N:13]([CH2:12][C:3]3[CH:4]=[C:5]4[C:10](=[CH:11][C:2]=3[F:1])[N:9]=[CH:8][CH:7]=[CH:6]4)[N:14]=[N:15][C:16]2=[N:17][CH:18]=1)\[CH3:23])([CH3:32])[CH3:31], predict the reactants needed to synthesize it. The reactants are: [F:1][C:2]1[CH:11]=[C:10]2[C:5]([CH:6]=[CH:7][CH:8]=[N:9]2)=[CH:4][C:3]=1[CH2:12][N:13]1[C:21]2[C:16](=[N:17][CH:18]=[C:19]([C:22](=O)[CH3:23])[N:20]=2)[N:15]=[N:14]1.Cl.[NH2:26][O:27][C:28]([CH3:32])([CH3:31])[CH2:29][OH:30]. (4) Given the product [CH3:20][C:19]1[C:14]([CH:10]2[CH2:11][CH2:12][CH2:13][CH:8]([C:3]3[C:2]([CH3:1])=[CH:7][CH:6]=[CH:5][N:4]=3)[N:9]2[CH2:21][CH2:22][N:23]([OH:46])[C:24]([NH2:31])=[O:25])=[N:15][CH:16]=[CH:17][CH:18]=1, predict the reactants needed to synthesize it. The reactants are: [CH3:1][C:2]1[C:3]([CH:8]2[CH2:13][CH2:12][CH2:11][CH:10]([C:14]3[C:19]([CH3:20])=[CH:18][CH:17]=[CH:16][N:15]=3)[N:9]2[CH2:21][CH2:22][NH2:23])=[N:4][CH:5]=[CH:6][CH:7]=1.[C:24]([N:31]1C=CN=C1)(N1C=CN=C1)=[O:25].CCN(C(C)C)C(C)C.N[OH:46].Cl. (5) Given the product [F:67][C:34]([F:33])([F:68])[C:35]1[CH:36]=[C:37]([CH:64]=[CH:65][CH:66]=1)[CH2:38][NH:39][C:40]([C:41]1[CH:46]=[CH:45][N:44]=[C:43]([C:47]2[CH:52]=[C:51]([N:53]([CH2:54][CH2:55][O:56][CH3:57])[CH2:58][CH2:59][O:60][CH3:61])[CH:50]=[CH:49][C:48]=2[NH:62][C:14]([C:13]2[CH:12]=[C:11]([CH:19]=[CH:18][CH:17]=2)[CH2:10][S:9][CH2:8][CH2:7][C:6]([O:5][C:1]([CH3:2])([CH3:3])[CH3:4])=[O:20])=[O:16])[CH:42]=1)=[O:63], predict the reactants needed to synthesize it. The reactants are: [C:1]([O:5][C:6](=[O:20])[CH2:7][CH2:8][S:9][CH2:10][C:11]1[CH:12]=[C:13]([CH:17]=[CH:18][CH:19]=1)[C:14]([OH:16])=O)([CH3:4])([CH3:3])[CH3:2].CCN=C=NCCCN(C)C.Cl.[F:33][C:34]([F:68])([F:67])[C:35]1[CH:36]=[C:37]([CH:64]=[CH:65][CH:66]=1)[CH2:38][NH:39][C:40](=[O:63])[C:41]1[CH:46]=[CH:45][N:44]=[C:43]([C:47]2[CH:52]=[C:51]([N:53]([CH2:58][CH2:59][O:60][CH3:61])[CH2:54][CH2:55][O:56][CH3:57])[CH:50]=[CH:49][C:48]=2[NH2:62])[CH:42]=1. (6) Given the product [Cl:1][C:2]1[CH:7]=[CH:6][C:5]([CH2:8][C:9]([OH:11])=[O:10])=[CH:4][C:3]=1[O:12][C:14]1[CH:21]=[CH:20][CH:19]=[C:16]([C:17]#[N:18])[CH:15]=1, predict the reactants needed to synthesize it. The reactants are: [Cl:1][C:2]1[CH:7]=[CH:6][C:5]([CH2:8][C:9]([OH:11])=[O:10])=[CH:4][C:3]=1[OH:12].Br[C:14]1[CH:15]=[C:16]([CH:19]=[CH:20][CH:21]=1)[C:17]#[N:18].C(=O)([O-])[O-].[Cs+].[Cs+].CC(C)(C(=O)CC(=O)C(C)(C)C)C. (7) Given the product [F:8][C:7]1[C:2]([NH2:10])=[N:3][C:4]([F:9])=[CH:5][CH:6]=1, predict the reactants needed to synthesize it. The reactants are: F[C:2]1[C:7]([F:8])=[CH:6][CH:5]=[C:4]([F:9])[N:3]=1.[NH4+:10].[OH-]. (8) Given the product [CH3:1][S:2]([O:24][CH2:23][CH:20]1[CH2:21][CH2:22][N:17]([C:14]2[CH:15]=[CH:16][C:11]3[N:12]([C:8]([C:7]([F:6])([F:25])[F:26])=[N:9][N:10]=3)[N:13]=2)[CH2:18][CH2:19]1)(=[O:4])=[O:3], predict the reactants needed to synthesize it. The reactants are: [CH3:1][S:2](Cl)(=[O:4])=[O:3].[F:6][C:7]([F:26])([F:25])[C:8]1[N:12]2[N:13]=[C:14]([N:17]3[CH2:22][CH2:21][CH:20]([CH2:23][OH:24])[CH2:19][CH2:18]3)[CH:15]=[CH:16][C:11]2=[N:10][N:9]=1.C(N(CC)CC)C.